From a dataset of Full USPTO retrosynthesis dataset with 1.9M reactions from patents (1976-2016). Predict the reactants needed to synthesize the given product. (1) Given the product [S:13]1[C:17]2[S:18][CH:19]=[CH:20][C:16]=2[CH:15]=[C:14]1[CH2:21][NH:1][C:2]12[CH2:9][CH:8]3[CH2:7][CH:6]([CH2:5][CH:4]([CH2:10]3)[CH:3]1[OH:12])[CH2:11]2, predict the reactants needed to synthesize it. The reactants are: [NH2:1][C:2]12[CH2:11][CH:6]3[CH2:7][CH:8]([CH2:10][CH:4]([CH2:5]3)[CH:3]1[OH:12])[CH2:9]2.[S:13]1[C:17]2[S:18][CH:19]=[CH:20][C:16]=2[CH:15]=[C:14]1[CH:21]=O. (2) The reactants are: Br[C:2]1[C:3]([F:17])=[C:4]([CH:14]=[CH:15][CH:16]=1)[CH2:5][O:6][Si:7]([C:10]([CH3:13])([CH3:12])[CH3:11])([CH3:9])[CH3:8].[CH3:18][C:19]1[CH:24]=[C:23]([N:25]2[CH2:30][CH2:29][NH:28][CH2:27][CH2:26]2)[CH:22]=[CH:21][N:20]=1.C1C=CC(P(C2C(C3C(P(C4C=CC=CC=4)C4C=CC=CC=4)=CC=C4C=3C=CC=C4)=C3C(C=CC=C3)=CC=2)C2C=CC=CC=2)=CC=1.CC(C)([O-])C.[Na+]. Given the product [Si:7]([O:6][CH2:5][C:4]1[C:3]([F:17])=[C:2]([N:28]2[CH2:29][CH2:30][N:25]([C:23]3[CH:22]=[CH:21][N:20]=[C:19]([CH3:18])[CH:24]=3)[CH2:26][CH2:27]2)[CH:16]=[CH:15][CH:14]=1)([C:10]([CH3:13])([CH3:12])[CH3:11])([CH3:9])[CH3:8], predict the reactants needed to synthesize it. (3) Given the product [Br:1][C:2]1[CH:3]=[C:4]([NH:23][CH2:24][C:35]2[N:34]=[N:33][N:32]([CH3:31])[CH:36]=2)[CH:5]=[C:6]2[C:11]=1[N:10]=[CH:9][C:8]([C:12]#[N:13])=[C:7]2[NH:14][C:15]1[CH:20]=[CH:19][C:18]([F:21])=[C:17]([Cl:22])[CH:16]=1, predict the reactants needed to synthesize it. The reactants are: [Br:1][C:2]1[CH:3]=[C:4]([NH:23][CH2:24]C2C=CC=CN=2)[CH:5]=[C:6]2[C:11]=1[N:10]=[CH:9][C:8]([C:12]#[N:13])=[C:7]2[NH:14][C:15]1[CH:20]=[CH:19][C:18]([F:21])=[C:17]([Cl:22])[CH:16]=1.[CH3:31][N:32]1[CH:36]=[C:35](C=O)[N:34]=[N:33]1.[BH3-]C#N.[Na+]. (4) The reactants are: P(Cl)(Cl)([Cl:3])=O.[C:6]1(=O)[C:15]2[C:10](=[CH:11][CH:12]=[CH:13][CH:14]=2)[CH2:9][CH2:8][CH2:7]1.CN(C)[CH:19]=[O:20]. Given the product [Cl:3][C:6]1[C:15]2[C:10](=[CH:11][CH:12]=[CH:13][CH:14]=2)[CH2:9][CH2:8][C:7]=1[CH:19]=[O:20], predict the reactants needed to synthesize it. (5) Given the product [Cl:1][C:2]1[CH:3]=[CH:4][C:5]([O:11][CH3:12])=[C:6]([B:8]2[O:9][C:17]([CH3:19])([CH3:18])[C:14]([CH3:16])([CH3:15])[O:10]2)[CH:7]=1, predict the reactants needed to synthesize it. The reactants are: [Cl:1][C:2]1[CH:3]=[CH:4][C:5]([O:11][CH3:12])=[C:6]([B:8]([OH:10])[OH:9])[CH:7]=1.O[C:14]([C:17](O)([CH3:19])[CH3:18])([CH3:16])[CH3:15]. (6) Given the product [Cl:27][CH2:26][CH2:25][CH2:24][CH2:23][N:11]1[CH:12]=[C:13]([C:16]2[CH:21]=[CH:20][N:19]=[C:18]([CH3:22])[CH:17]=2)[C:14](=[O:15])[NH:9][C:10]1=[O:28], predict the reactants needed to synthesize it. The reactants are: C([N:9]1[C:14](=[O:15])[C:13]([C:16]2[CH:21]=[CH:20][N:19]=[C:18]([CH3:22])[CH:17]=2)=[CH:12][N:11]([CH2:23][CH2:24][CH2:25][CH2:26][Cl:27])[C:10]1=[O:28])(=O)C1C=CC=CC=1. (7) Given the product [CH:30]1([C:33]([NH:36][C:37]2[C:42]([C:43]([NH2:45])=[O:44])=[CH:41][N:40]=[C:39]([S:46]([CH3:48])(=[O:15])=[O:47])[N:38]=2)([CH3:35])[CH3:34])[CH2:32][CH2:31]1, predict the reactants needed to synthesize it. The reactants are: C1(C(NC2C(C(N)=[O:15])=CN=C(SC)N=2)(C)C)CC1.C1C=C(Cl)C=C(C(OO)=O)C=1.[CH:30]1([C:33]([NH:36][C:37]2[C:42]([C:43]([NH2:45])=[O:44])=[CH:41][N:40]=[C:39]([S:46]([CH3:48])=[O:47])[N:38]=2)([CH3:35])[CH3:34])[CH2:32][CH2:31]1. (8) Given the product [C:21]([O-:23])(=[O:22])[CH2:20][O:19][CH2:18][CH2:17][O:16][CH2:15][CH2:14][O:13][CH2:12][C:11]([O-:25])=[O:24].[Zn+2:10], predict the reactants needed to synthesize it. The reactants are: C([O-])(=O)COCC([O-])=O.[Zn+2:10].[C:11]([OH:25])(=[O:24])[CH2:12][O:13][CH2:14][CH2:15][O:16][CH2:17][CH2:18][O:19][CH2:20][C:21]([OH:23])=[O:22].C(O)(=O)COCC(O)=O.O.[OH-].[Zn+2].[OH-].